From a dataset of Reaction yield outcomes from USPTO patents with 853,638 reactions. Predict the reaction yield, written as a fraction of the theoretical maximum amount of product (1.0 means a 100% yield; for example, 0.34 means a 34% yield). (1) The reactants are Cl[C:2]1[N:6]([CH3:7])[N:5]=[CH:4][C:3]=1[N+:8]([O-:10])=[O:9].[OH:11][C@H:12]1[CH2:17][CH2:16][CH2:15][N:14]([C:18]([O:20][C:21]([CH3:24])([CH3:23])[CH3:22])=[O:19])[CH2:13]1. No catalyst specified. The product is [CH3:7][N:6]1[C:2]([O:11][C@H:12]2[CH2:17][CH2:16][CH2:15][N:14]([C:18]([O:20][C:21]([CH3:24])([CH3:23])[CH3:22])=[O:19])[CH2:13]2)=[C:3]([N+:8]([O-:10])=[O:9])[CH:4]=[N:5]1. The yield is 0.970. (2) The reactants are CO[C:3](OC)([N:5]([CH3:7])[CH3:6])[CH3:4].[NH2:10][C:11]([NH2:13])=[S:12]. The product is [NH2:10][C:11](/[N:13]=[C:3](/[N:5]([CH3:7])[CH3:6])\[CH3:4])=[S:12]. The catalyst is C(Cl)Cl. The yield is 0.760. (3) The reactants are [F:1][CH:2]1[CH:7]([C:8]2[C:16]3[C:11](=[CH:12][CH:13]=[C:14]([NH2:17])[CH:15]=3)[NH:10][CH:9]=2)[CH2:6][CH2:5][N:4]([CH3:18])[CH2:3]1.I.CS[C:22]([C:24]1[S:25][CH:26]=[CH:27][CH:28]=1)=[NH:23]. The catalyst is C(O)C. The product is [F:1][CH:2]1[CH:7]([C:8]2[C:16]3[C:11](=[CH:12][CH:13]=[C:14]([NH:17][C:22]([C:24]4[S:25][CH:26]=[CH:27][CH:28]=4)=[NH:23])[CH:15]=3)[NH:10][CH:9]=2)[CH2:6][CH2:5][N:4]([CH3:18])[CH2:3]1. The yield is 0.900. (4) The reactants are ClC(Cl)(OC(=O)[O:6][C:7]([Cl:10])(Cl)Cl)Cl.[Cl:13][C:14]1[CH:15]=[CH:16][C:17]([O:20][CH:21]([CH:23]2[CH:27]([C:28]3[CH:33]=[CH:32][C:31]([Cl:34])=[C:30]([Cl:35])[CH:29]=3)[CH2:26][NH:25][CH2:24]2)[CH3:22])=[N:18][CH:19]=1.N1C=CC=CC=1.CCOC(C)=O. The catalyst is C(Cl)Cl. The product is [Cl:13][C:14]1[CH:15]=[CH:16][C:17]([O:20][CH:21]([CH:23]2[CH:27]([C:28]3[CH:33]=[CH:32][C:31]([Cl:34])=[C:30]([Cl:35])[CH:29]=3)[CH2:26][N:25]([C:7]([Cl:10])=[O:6])[CH2:24]2)[CH3:22])=[N:18][CH:19]=1. The yield is 0.500. (5) The reactants are [NH2:1][CH2:2][C:3]1[CH:30]=[CH:29][C:6]([C:7]([NH:9][C:10]2[CH:15]=[CH:14][C:13]([Cl:16])=[CH:12][C:11]=2[N:17]2[CH2:22][CH2:21][N:20]([CH2:23][CH2:24][C:25]([F:28])([F:27])[F:26])[CH2:19][CH2:18]2)=[O:8])=[C:5]([F:31])[C:4]=1[F:32].C(OC([N:40]1[CH2:45][CH2:44][CH:43]([C:46](O)=[O:47])[CH2:42][CH2:41]1)=O)(C)(C)C.CN(C(ON1N=NC2C=CC=NC1=2)=[N+](C)C)C.F[P-](F)(F)(F)(F)F.CCN(C(C)C)C(C)C. The catalyst is CN(C=O)C. The product is [Cl:16][C:13]1[CH:14]=[CH:15][C:10]([NH:9][C:7]([C:6]2[CH:29]=[CH:30][C:3]([CH2:2][NH:1][C:46]([CH:43]3[CH2:44][CH2:45][NH:40][CH2:41][CH2:42]3)=[O:47])=[C:4]([F:32])[C:5]=2[F:31])=[O:8])=[C:11]([N:17]2[CH2:18][CH2:19][N:20]([CH2:23][CH2:24][C:25]([F:28])([F:27])[F:26])[CH2:21][CH2:22]2)[CH:12]=1. The yield is 0.468. (6) The reactants are [H-].[Na+].[CH3:3][C:4]1([CH3:27])[O:8][C@@H:7]([CH2:9][O:10][C:11]2[CH:16]=[CH:15][C:14]([C:17]([C:20]3[CH:25]=[CH:24][C:23]([OH:26])=[CH:22][CH:21]=3)([CH3:19])[CH3:18])=[CH:13][CH:12]=2)[CH2:6][O:5]1.CC1C=CC(S(O[CH2:39][C@@H:40]2[O:42][CH2:41]2)(=O)=O)=CC=1. The catalyst is CN(C)C=O. The product is [CH3:3][C:4]1([CH3:27])[O:8][C@@H:7]([CH2:9][O:10][C:11]2[CH:12]=[CH:13][C:14]([C:17]([C:20]3[CH:21]=[CH:22][C:23]([O:26][CH2:39][C@H:40]4[CH2:41][O:42]4)=[CH:24][CH:25]=3)([CH3:18])[CH3:19])=[CH:15][CH:16]=2)[CH2:6][O:5]1. The yield is 0.940. (7) The reactants are [N+:1]([C:4]1[CH:5]=[C:6]([CH:8]=[CH:9][CH:10]=1)[NH2:7])([O-:3])=[O:2].[CH2:11]([N:18]1[CH2:23][CH2:22][C:21](=O)[CH2:20][CH2:19]1)[C:12]1[CH:17]=[CH:16][CH:15]=[CH:14][CH:13]=1.C[Si]([C:29]#[N:30])(C)C.C(=O)([O-])[O-].[K+].[K+]. The catalyst is C(O)(=O)C.C(OCC)C. The product is [CH2:11]([N:18]1[CH2:23][CH2:22][C:21]([NH:7][C:6]2[CH:8]=[CH:9][CH:10]=[C:4]([N+:1]([O-:3])=[O:2])[CH:5]=2)([C:29]#[N:30])[CH2:20][CH2:19]1)[C:12]1[CH:17]=[CH:16][CH:15]=[CH:14][CH:13]=1. The yield is 0.770.